Dataset: Reaction yield outcomes from USPTO patents with 853,638 reactions. Task: Predict the reaction yield, written as a fraction of the theoretical maximum amount of product (1.0 means a 100% yield; for example, 0.34 means a 34% yield). (1) The catalyst is C(O)(=O)C. The reactants are [NH2:1][C:2]1[CH:7]=[CH:6][C:5](OC)=[CH:4][C:3]=1[C:10]1[CH:11]=[C:12]2[C:17](=[CH:18][CH:19]=1)[CH:16]=[C:15]([O:20][CH3:21])[C:14]([O:22][CH3:23])=[CH:13]2.Cl.N([O-])=O.[Na+].O. The yield is 0.260. The product is [NH2:1][C:2]1[CH:7]=[CH:6][CH:5]=[CH:4][C:3]=1[C:10]1[CH:11]=[C:12]2[C:17](=[CH:18][CH:19]=1)[CH:16]=[C:15]([O:20][CH3:21])[C:14]([O:22][CH3:23])=[CH:13]2. (2) The reactants are [CH3:1][O:2][C:3]1[CH:4]=[C:5]([CH2:11][C:12](=O)[CH3:13])[CH:6]=[CH:7][C:8]=1[O:9][CH3:10].[CH3:15][NH2:16].[BH4-].[Na+].Cl. The catalyst is CO. The product is [CH3:1][O:2][C:3]1[CH:4]=[C:5]([CH2:11][CH:12]([NH:16][CH3:15])[CH3:13])[CH:6]=[CH:7][C:8]=1[O:9][CH3:10]. The yield is 0.920. (3) The reactants are [C:1]([CH2:3][C@@:4]1([C:30](OC)=[O:31])[CH2:8][CH2:7][C@H:6]([C:9]2[CH:14]=[CH:13][CH:12]=[C:11]([O:15]CC3C=CC=CC=3)[CH:10]=2)[N:5]1[C:23]([O:25][C:26]([CH3:29])([CH3:28])[CH3:27])=[O:24])#[N:2]. The catalyst is CO.[Ni]. The product is [OH:15][C:11]1[CH:10]=[C:9]([C@H:6]2[CH2:7][CH2:8][C@:4]3([CH2:3][CH2:1][NH:2][C:30]3=[O:31])[N:5]2[C:23]([O:25][C:26]([CH3:28])([CH3:27])[CH3:29])=[O:24])[CH:14]=[CH:13][CH:12]=1. The yield is 0.480. (4) The reactants are C(Cl)(=O)C(Cl)=O.CS(C)=O.[OH:11][C@@H:12]1[CH2:16][O:15][CH2:14][C@H:13]1[NH:17][C:18](=[O:24])[O:19][C:20]([CH3:23])([CH3:22])[CH3:21].C(N(CC)CC)C. The catalyst is C1COCC1.O. The product is [O:11]=[C:12]1[CH2:16][O:15][CH2:14][CH:13]1[NH:17][C:18](=[O:24])[O:19][C:20]([CH3:22])([CH3:21])[CH3:23]. The yield is 0.440. (5) The reactants are Cl.[F:2][C:3]1[CH:4]=[C:5]([CH:15]([NH2:17])[CH3:16])[CH:6]=[N:7][C:8]=1[O:9][CH2:10][C:11]([F:14])([F:13])[F:12].[NH2:18][C:19]1[N:24]=[C:23]([C:25](O)=[O:26])[CH:22]=[C:21]([CH3:28])[N:20]=1. No catalyst specified. The product is [NH2:18][C:19]1[N:24]=[C:23]([C:25]([NH:17][CH:15]([C:5]2[CH:6]=[N:7][C:8]([O:9][CH2:10][C:11]([F:12])([F:13])[F:14])=[C:3]([F:2])[CH:4]=2)[CH3:16])=[O:26])[CH:22]=[C:21]([CH3:28])[N:20]=1. The yield is 0.700. (6) The reactants are [Br:1][C:2]1[CH:3]=[CH:4][C:5](=[O:8])[NH:6][CH:7]=1.C([O-])([O-])=O.[K+].[K+].Br[CH2:16][C:17]([O:19][CH2:20][CH3:21])=[O:18]. The catalyst is CN(C=O)C. The product is [Br:1][C:2]1[CH:3]=[CH:4][C:5](=[O:8])[N:6]([CH2:16][C:17]([O:19][CH2:20][CH3:21])=[O:18])[CH:7]=1. The yield is 0.577.